Dataset: Full USPTO retrosynthesis dataset with 1.9M reactions from patents (1976-2016). Task: Predict the reactants needed to synthesize the given product. (1) Given the product [F:1][C:2]1[C:3]([CH:10]2[C:19](=[O:51])[NH:20][C:21]([CH:22]([C:36]3[CH:46]=[C:45]([O:47][CH3:48])[C:39]4[O:40][CH2:41][CH2:42][CH2:43][O:44][C:38]=4[CH:37]=3)[NH:23][C:24]3[CH:25]=[CH:26][C:27]([C:30]4[N:34]=[C:33]([CH3:35])[O:32][N:31]=4)=[CH:28][CH:29]=3)=[N:12]2)=[N:4][CH:5]=[CH:6][CH:7]=1, predict the reactants needed to synthesize it. The reactants are: [F:1][C:2]1[C:3](NN)=[N:4][CH:5]=[CH:6][CH:7]=1.[CH2:10]([N:12](CC)CC)C.CO[C:19](=[O:51])[N:20]=[C:21](SC)[C:22]([C:36]1[CH:46]=[C:45]([O:47][CH3:48])[C:39]2[O:40][CH2:41][CH2:42][CH2:43][O:44][C:38]=2[CH:37]=1)=[N:23][C:24]1[CH:29]=[CH:28][C:27]([C:30]2[N:34]=[C:33]([CH3:35])[O:32][N:31]=2)=[CH:26][CH:25]=1. (2) Given the product [CH3:1][C:2]1[C:7]([CH:8]=[CH:17][C:16]([OH:37])=[O:15])=[CH:6][CH:5]=[C:4]([C:10]([F:13])([F:12])[F:11])[N:3]=1, predict the reactants needed to synthesize it. The reactants are: [CH3:1][C:2]1[C:7]([CH:8]=O)=[CH:6][CH:5]=[C:4]([C:10]([F:13])([F:12])[F:11])[N:3]=1.C[O:15][C:16](=[O:37])[CH:17]=P(C1C=CC=CC=1)(C1C=CC=CC=1)C1C=CC=CC=1.[Li+].[OH-].